From a dataset of Forward reaction prediction with 1.9M reactions from USPTO patents (1976-2016). Predict the product of the given reaction. (1) The product is: [Cl:12][C:9]1[CH:8]=[CH:7][C:6]([CH:2]2[CH2:3][CH2:4][O:5][C:14]([NH:13][C:16]3[CH:17]=[CH:18][C:19]([C:22]4[N:26]=[CH:25][N:24]([C:27]5[CH:32]=[CH:31][C:30]([O:33][C:34]([F:37])([F:35])[F:36])=[CH:29][CH:28]=5)[N:23]=4)=[CH:20][CH:21]=3)=[N:1]2)=[CH:11][CH:10]=1. Given the reactants [NH2:1][CH:2]([C:6]1[CH:11]=[CH:10][C:9]([Cl:12])=[CH:8][CH:7]=1)[CH2:3][CH2:4][OH:5].[N:13]([C:16]1[CH:21]=[CH:20][C:19]([C:22]2[N:26]=[CH:25][N:24]([C:27]3[CH:32]=[CH:31][C:30]([O:33][C:34]([F:37])([F:36])[F:35])=[CH:29][CH:28]=3)[N:23]=2)=[CH:18][CH:17]=1)=[C:14]=S, predict the reaction product. (2) The product is: [C:32]([O:36][CH2:37][CH2:38][O:39][C:41]1[CH:42]=[C:43]2[C:47](=[CH:48][CH:49]=1)[NH:46][CH:45]=[CH:44]2)([CH3:35])([CH3:34])[CH3:33]. Given the reactants C1(P(C2C=CC=CC=2)C2C=CC=CC=2)C=CC=CC=1.N(C(OCC)=O)=NC(OCC)=O.[C:32]([O:36][CH2:37][CH2:38][OH:39])([CH3:35])([CH3:34])[CH3:33].O[C:41]1[CH:42]=[C:43]2[C:47](=[CH:48][CH:49]=1)[NH:46][CH:45]=[CH:44]2, predict the reaction product. (3) Given the reactants [Cl:1][C:2]1[C:7]([NH:8][C:9]2[N:14]=[C:13]([N:15](CC)[CH2:16][C:17]3C=CC(OC)=CC=3)[C:12]3=[N:27][CH:28]=[C:29]([C:30]#[N:31])[N:11]3[N:10]=2)=[CH:6][C:5]([C:32]#[N:33])=[CH:4][C:3]=1[N:34]1[CH2:43][CH2:42][C@@H:41]2[C@H:36]([O:37][CH2:38][CH2:39][N:40]2C(OC(C)(C)C)=O)[CH2:35]1.C1(OC)C=CC=CC=1.C(O)(C(F)(F)F)=O, predict the reaction product. The product is: [Cl:1][C:2]1[C:3]([N:34]2[CH2:43][CH2:42][C@@H:41]3[C@H:36]([O:37][CH2:38][CH2:39][NH:40]3)[CH2:35]2)=[CH:4][C:5]([C:32]#[N:33])=[CH:6][C:7]=1[NH:8][C:9]1[N:14]=[C:13]([NH:15][CH2:16][CH3:17])[C:12]2=[N:27][CH:28]=[C:29]([C:30]#[N:31])[N:11]2[N:10]=1.